Dataset: Catalyst prediction with 721,799 reactions and 888 catalyst types from USPTO. Task: Predict which catalyst facilitates the given reaction. (1) Reactant: [Cl:1][C:2]1[CH:7]=[CH:6][C:5]([C:8]2[C:18]([C:19]3[CH:24]=[CH:23][C:22]([Cl:25])=[CH:21][C:20]=3[Cl:26])=[CH:17][C:11]([C:12](OCC)=[O:13])=[C:10]([CH2:27][N:28]3[CH2:32][CH2:31][CH2:30][CH2:29]3)[N:9]=2)=[CH:4][CH:3]=1.O.[OH-].[Na+]. Product: [Cl:1][C:2]1[CH:7]=[CH:6][C:5]([C:8]2[N:9]=[C:10]([CH2:27][N:28]3[CH2:32][CH2:31][CH2:30][CH2:29]3)[C:11]([CH2:12][OH:13])=[CH:17][C:18]=2[C:19]2[CH:24]=[CH:23][C:22]([Cl:25])=[CH:21][C:20]=2[Cl:26])=[CH:4][CH:3]=1. The catalyst class is: 28. (2) Reactant: C(OC(=O)[NH:7][C:8]1[S:9][C:10]([C:37]2[CH:42]=[CH:41][CH:40]=[CH:39][N:38]=2)=[CH:11][C:12]=1[C:13]([N:15]1[CH2:20][CH2:19][CH:18]([N:21]2[CH2:36][CH2:35][CH2:34][C:23]3([C:27](=[O:28])[N:26]([CH:29]4[CH2:32][CH2:31][CH2:30]4)[C:25](=[O:33])[CH2:24]3)[CH2:22]2)[CH2:17][CH2:16]1)=[O:14])(C)(C)C.C(=O)([O-])[O-].[K+].[K+]. Product: [NH2:7][C:8]1[S:9][C:10]([C:37]2[CH:42]=[CH:41][CH:40]=[CH:39][N:38]=2)=[CH:11][C:12]=1[C:13]([N:15]1[CH2:20][CH2:19][CH:18]([N:21]2[CH2:36][CH2:35][CH2:34][C:23]3([C:27](=[O:28])[N:26]([CH:29]4[CH2:32][CH2:31][CH2:30]4)[C:25](=[O:33])[CH2:24]3)[CH2:22]2)[CH2:17][CH2:16]1)=[O:14]. The catalyst class is: 55. (3) Reactant: [NH2:1][C:2]1([CH2:8][OH:9])[CH2:7][CH2:6][CH2:5][CH2:4][CH2:3]1.C(N(CC)CC)C.[CH:17]([Si:20](Cl)([CH:24]([CH3:26])[CH3:25])[CH:21]([CH3:23])[CH3:22])([CH3:19])[CH3:18]. Product: [CH:17]([Si:20]([CH:24]([CH3:26])[CH3:25])([CH:21]([CH3:23])[CH3:22])[O:9][CH2:8][C:2]1([NH2:1])[CH2:7][CH2:6][CH2:5][CH2:4][CH2:3]1)([CH3:19])[CH3:18]. The catalyst class is: 2. (4) Reactant: C(OC(=O)[NH:7][C@H:8]([C:10]1[O:11][C:12]([CH:15]([CH2:19][CH2:20][CH3:21])[CH2:16][CH2:17][CH3:18])=[N:13][N:14]=1)[CH3:9])(C)(C)C.[ClH:23].O1CCOCC1. Product: [ClH:23].[CH2:16]([CH:15]([C:12]1[O:11][C:10]([C@@H:8]([NH2:7])[CH3:9])=[N:14][N:13]=1)[CH2:19][CH2:20][CH3:21])[CH2:17][CH3:18]. The catalyst class is: 25.